Task: Predict the reactants needed to synthesize the given product.. Dataset: Full USPTO retrosynthesis dataset with 1.9M reactions from patents (1976-2016) (1) Given the product [C:1]([NH:4][C:5]1[S:6][C:7]2[C:18]([OH:19])=[CH:17][CH:16]=[CH:15][C:8]=2[C:9]=1[C:10]([O:12][CH2:13][CH3:14])=[O:11])(=[O:3])[CH3:2], predict the reactants needed to synthesize it. The reactants are: [C:1]([NH:4][C:5]1[S:6][C:7]2[C:18](=[O:19])[CH:17](Br)[CH2:16][CH2:15][C:8]=2[C:9]=1[C:10]([O:12][CH2:13][CH3:14])=[O:11])(=[O:3])[CH3:2].C(=O)([O-])[O-].[Li+].[Li+]. (2) Given the product [Cl:1][C:2]1[CH:12]=[CH:11][C:10]([CH2:13][NH:14][C:15](=[O:20])[C:16]([F:19])([F:18])[F:17])=[CH:9][C:3]=1[C:4]1[NH:6][C:7](=[O:8])[N:29]([C:24]2[CH:25]=[CH:26][C:27]([F:28])=[C:22]([Cl:21])[CH:23]=2)[N:30]=1, predict the reactants needed to synthesize it. The reactants are: [Cl:1][C:2]1[CH:12]=[CH:11][C:10]([CH2:13][NH:14][C:15](=[O:20])[C:16]([F:19])([F:18])[F:17])=[CH:9][C:3]=1[C:4]([N:6]=[C:7]=[O:8])=O.[Cl:21][C:22]1[CH:23]=[C:24]([NH:29][NH:30]C(OC(C)(C)C)=O)[CH:25]=[CH:26][C:27]=1[F:28].FC(F)(F)C(O)=O. (3) Given the product [CH3:1][C:2]1[C:6](=[O:7])[O:5][CH:4]([O:8]/[CH:9]=[C:10]2\[CH:11]3[CH2:25][CH:24]=[CH:23][CH:12]3[NH:13][C:14]\2=[O:15])[CH:3]=1, predict the reactants needed to synthesize it. The reactants are: [CH3:1][C:2]1[C:6](=[O:7])[O:5][CH:4]([O:8]/[CH:9]=[C:10]2\[CH:11]3[CH2:25][CH:24]=[CH:23][CH:12]3[N:13](C(OC(C)(C)C)=O)[C:14]\2=[O:15])[CH:3]=1.[Cl-].[Mg+2].[Cl-].C(Cl)Cl. (4) Given the product [CH3:1][O:2][C:3]1[CH:10]=[C:9]([CH2:11][CH2:12][N:18]2[CH2:17][CH2:16][N:15]([C:21](=[O:34])[CH2:22][C:23]3[CH:24]=[CH:25][C:26]([N:29]4[CH:33]=[N:32][N:31]=[N:30]4)=[CH:27][CH:28]=3)[CH2:20][CH2:19]2)[CH:8]=[CH:7][C:4]=1[C:5]#[N:6], predict the reactants needed to synthesize it. The reactants are: [CH3:1][O:2][C:3]1[CH:10]=[C:9]([CH2:11][CH:12]=C)[CH:8]=[CH:7][C:4]=1[C:5]#[N:6].Cl.[N:15]1([C:21](=[O:34])[CH2:22][C:23]2[CH:28]=[CH:27][C:26]([N:29]3[CH:33]=[N:32][N:31]=[N:30]3)=[CH:25][CH:24]=2)[CH2:20][CH2:19][NH:18][CH2:17][CH2:16]1.C([BH3-])#N.[Na+]. (5) Given the product [CH3:5][C@H:7]([NH2:10])[C:8]([NH:4][C@H:3]([C:20]([OH:22])=[O:21])[CH2:2][CH2:23][C:112]([NH2:108])=[O:113])=[O:9], predict the reactants needed to synthesize it. The reactants are: C[C:2]1([CH3:23])S[C@@H:5]2[C@H:7]([NH:10]C(CC3C=CC=CC=3)=O)[C:8](=[O:9])[N:4]2[C@H:3]1[C:20]([O-:22])=[O:21].[K+].C[C@@H]1O[C@@H](O[C@H]2[C@H](O)[C@@H](O)[C@H](NC(N)=N)[C@@H](O)[C@@H]2NC(N)=N)[C@H](O[C@@H]2O[C@@H](CO)[C@H](O)[C@@H](O)[C@@H]2NC)[C@@]1(O)C=O.C[C@@H]1O[C@@H](O[C@H]2[C@H](O)[C@@H](O)[C@H](NC(N)=N)[C@@H](O)[C@@H]2NC(N)=N)[C@H](O[C@@H]2O[C@@H](CO)[C@H](O)[C@@H](O)[C@@H]2NC)[C@@]1(O)C=O.CC1(C)S[C@@H]2[C@H](NC(CC3C=CC=CC=3)=O)[C:112](=[O:113])[N:108]2[C@H]1C([O-])=O.[K+]. (6) The reactants are: [CH3:1][C:2]1[CH:3]=[C:4]([O:11][C:12]2[CH:19]=[CH:18][C:15]([CH:16]=[O:17])=[CH:14][CH:13]=2)[CH:5]=[CH:6][C:7]=1[N+:8]([O-:10])=[O:9].C1(C)C=CC(S(O)(=O)=O)=CC=1.[CH2:31](O)[CH2:32][OH:33]. Given the product [CH3:1][C:2]1[CH:3]=[C:4]([O:11][C:12]2[CH:19]=[CH:18][C:15]([CH:16]3[O:33][CH2:32][CH2:31][O:17]3)=[CH:14][CH:13]=2)[CH:5]=[CH:6][C:7]=1[N+:8]([O-:10])=[O:9], predict the reactants needed to synthesize it.